From a dataset of Forward reaction prediction with 1.9M reactions from USPTO patents (1976-2016). Predict the product of the given reaction. (1) Given the reactants [O:1]=[S:2]1(=[O:12])[CH2:7][CH2:6][N:5]([S:8](Cl)(=[O:10])=[O:9])[CH2:4][CH2:3]1.[C@H:13]1([NH:22][C:23]2[CH:32]=[CH:31][C:30]3[C:25](=[CH:26][CH:27]=[C:28]([NH2:33])[CH:29]=3)[N:24]=2)[C:21]2[C:16](=[CH:17][CH:18]=[CH:19][CH:20]=2)[CH2:15][CH2:14]1, predict the reaction product. The product is: [C@H:13]1([NH:22][C:23]2[CH:32]=[CH:31][C:30]3[C:25](=[CH:26][CH:27]=[C:28]([NH:33][S:8]([N:5]4[CH2:6][CH2:7][S:2](=[O:12])(=[O:1])[CH2:3][CH2:4]4)(=[O:10])=[O:9])[CH:29]=3)[N:24]=2)[C:21]2[C:16](=[CH:17][CH:18]=[CH:19][CH:20]=2)[CH2:15][CH2:14]1. (2) Given the reactants [F:1][C:2]([F:36])([F:35])[C:3]([C:19]12[CH2:26][CH2:25][C:22]([NH:27]C(=O)OC(C)(C)C)([CH2:23][CH2:24]1)[CH2:21][O:20]2)([OH:18])[CH2:4][C:5]1[C:14]2[C:9](=[CH:10][CH:11]=[C:12]([O:15][CH3:16])[N:13]=2)[N:8]=[CH:7][C:6]=1[F:17].FC(F)(F)C(O)=O, predict the reaction product. The product is: [NH2:27][C:22]12[CH2:23][CH2:24][C:19]([C:3]([OH:18])([CH2:4][C:5]3[C:14]4[C:9](=[CH:10][CH:11]=[C:12]([O:15][CH3:16])[N:13]=4)[N:8]=[CH:7][C:6]=3[F:17])[C:2]([F:35])([F:36])[F:1])([CH2:26][CH2:25]1)[O:20][CH2:21]2. (3) The product is: [CH2:1]([S:3][C:4]1[CH:11]=[C:10]([CH3:12])[CH:9]=[CH:8][C:5]=1[CH2:6][NH2:7])[CH3:2]. Given the reactants [CH2:1]([S:3][C:4]1[CH:11]=[C:10]([CH3:12])[CH:9]=[CH:8][C:5]=1[C:6]#[N:7])[CH3:2].ClC1C=CC(SCC)=C(C=1)CN, predict the reaction product. (4) Given the reactants [CH2:1]([C:19]([CH2:26][CH2:27][CH2:28][CH2:29][CH2:30][CH2:31][CH2:32][CH2:33][CH2:34][CH2:35][CH2:36][CH2:37][CH2:38][CH2:39][CH2:40][CH2:41][CH2:42][CH3:43])(C(O)=O)[C:20]([OH:22])=[O:21])[CH2:2][CH2:3][CH2:4][CH2:5][CH2:6][CH2:7][CH2:8][CH2:9][CH2:10][CH2:11][CH2:12][CH2:13][CH2:14][CH2:15][CH2:16][CH2:17][CH3:18].CCCCCCCCCC, predict the reaction product. The product is: [CH2:26]([CH:19]([CH2:1][CH2:2][CH2:3][CH2:4][CH2:5][CH2:6][CH2:7][CH2:8][CH2:9][CH2:10][CH2:11][CH2:12][CH2:13][CH2:14][CH2:15][CH2:16][CH2:17][CH3:18])[C:20]([OH:22])=[O:21])[CH2:27][CH2:28][CH2:29][CH2:30][CH2:31][CH2:32][CH2:33][CH2:34][CH2:35][CH2:36][CH2:37][CH2:38][CH2:39][CH2:40][CH2:41][CH2:42][CH3:43]. (5) Given the reactants [C:1](=O)([O-])[O-].[Cs+].[Cs+].IC.[O:9]=[C:10]1[CH:24]([CH2:25][C:26]([O:28]C(C)(C)C)=[O:27])[C:23]2[N:22]=[CH:21][N:14]3[CH2:15][C:16](=[O:20])[CH2:17][CH2:18][NH:19][C:12]([C:13]=23)=[CH:11]1, predict the reaction product. The product is: [CH3:1][CH:15]1[N:14]2[CH:21]=[N:22][C:23]3[CH:24]([CH2:25][C:26]([OH:28])=[O:27])[C:10](=[O:9])[CH:11]=[C:12]([C:13]=32)[NH:19][CH2:18][CH2:17][C:16]1=[O:20]. (6) The product is: [CH2:1]([O:5][CH2:6][CH2:7][O:8][C:9]1[CH:10]=[CH:11][C:12]([C:15]2[CH:16]=[CH:17][C:18]3[N:24]([CH2:11][CH:12]([CH3:15])[CH3:13])[CH2:23][CH2:22][C:21]([C:25]([NH:27][C:28]4[CH:33]=[CH:32][C:31]([CH:34]([OH:43])[C:35]5[CH:40]=[C:39]([CH3:41])[CH:38]=[CH:37][N+:36]=5[O-:42])=[C:30]([O:44][CH2:45][CH3:46])[CH:29]=4)=[O:26])=[CH:20][C:19]=3[CH:47]=2)=[CH:13][CH:14]=1)[CH2:2][CH2:3][CH3:4]. Given the reactants [CH2:1]([O:5][CH2:6][CH2:7][O:8][C:9]1[CH:14]=[CH:13][C:12]([C:15]2[CH:16]=[CH:17][C:18]3[NH:24][CH2:23][CH2:22][C:21]([C:25]([NH:27][C:28]4[CH:33]=[CH:32][C:31]([CH:34]([OH:43])[C:35]5[CH:40]=[C:39]([CH3:41])[CH:38]=[CH:37][N+:36]=5[O-:42])=[C:30]([O:44][CH2:45][CH3:46])[CH:29]=4)=[O:26])=[CH:20][C:19]=3[CH:47]=2)=[CH:11][CH:10]=1)[CH2:2][CH2:3][CH3:4].C(=O)(O)[O-].[Na+], predict the reaction product. (7) Given the reactants [CH:1]1([N:7]2[C:12](=[O:13])[C:11]([C:14]([O:16]CC)=[O:15])=[CH:10][N:9]=[C:8]2[C:19]2[CH:24]=[CH:23][CH:22]=[CH:21][CH:20]=2)[CH2:6][CH2:5][CH2:4][CH2:3][CH2:2]1.[I-].[Li+], predict the reaction product. The product is: [CH:1]1([N:7]2[C:12](=[O:13])[C:11]([C:14]([OH:16])=[O:15])=[CH:10][N:9]=[C:8]2[C:19]2[CH:20]=[CH:21][CH:22]=[CH:23][CH:24]=2)[CH2:6][CH2:5][CH2:4][CH2:3][CH2:2]1. (8) Given the reactants S(=O)(=O)(O)O.[CH3:6][C:7]1[O:8][C:9](=[O:20])[C:10]2[C:15]([CH:16]=1)=[CH:14][CH:13]=[C:12]([C:17]([O-:19])=[O:18])[CH:11]=2.[Na+].[CH3:22]O, predict the reaction product. The product is: [CH3:6][C:7]1[O:8][C:9](=[O:20])[C:10]2[C:15]([CH:16]=1)=[CH:14][CH:13]=[C:12]([C:17]([O:19][CH3:22])=[O:18])[CH:11]=2. (9) Given the reactants Cl.[Cl:2][C:3]1[C:8]([Cl:9])=[CH:7][CH:6]=[CH:5][C:4]=1[CH2:10][NH:11][C:12]1[S:13][CH2:14][CH2:15][N:16]=1.[OH-].[Na+], predict the reaction product. The product is: [Cl:2][C:3]1[C:8]([Cl:9])=[CH:7][CH:6]=[CH:5][C:4]=1[CH2:10][NH:11][C:12]1[S:13][CH2:14][CH2:15][N:16]=1.